From a dataset of Reaction yield outcomes from USPTO patents with 853,638 reactions. Predict the reaction yield, written as a fraction of the theoretical maximum amount of product (1.0 means a 100% yield; for example, 0.34 means a 34% yield). (1) The reactants are Cl.[NH2:2][C@H:3]1[CH2:9][O:8][C:7]2[CH:10]=[CH:11][CH:12]=[CH:13][C:6]=2[N:5]([CH3:14])[C:4]1=[O:15].Cl.[C:17]1([CH:23]([C:25]2[NH:26][C:27]([C:30](O)=[O:31])=[N:28][N:29]=2)[CH3:24])[CH:22]=[CH:21][CH:20]=[CH:19][CH:18]=1. No catalyst specified. The product is [CH3:14][N:5]1[C:4](=[O:15])[C@@H:3]([NH:2][C:30]([C:27]2[NH:26][C:25]([CH:23]([C:17]3[CH:22]=[CH:21][CH:20]=[CH:19][CH:18]=3)[CH3:24])=[N:29][N:28]=2)=[O:31])[CH2:9][O:8][C:7]2[CH:10]=[CH:11][CH:12]=[CH:13][C:6]1=2. The yield is 0.890. (2) The reactants are [CH2:1]([N:8]1[C:13](=[O:14])[C:12]([O:15][CH3:16])=[C:11](Cl)[CH:10]=[N:9]1)[C:2]1[CH:7]=[CH:6][CH:5]=[CH:4][CH:3]=1.[Cl:18][C:19]1[CH:24]=[CH:23][C:22](B(O)O)=[CH:21][CH:20]=1.C([O-])([O-])=O.[Na+].[Na+]. The catalyst is C1(C)C=CC=CC=1.O.C1C=CC([P]([Pd]([P](C2C=CC=CC=2)(C2C=CC=CC=2)C2C=CC=CC=2)([P](C2C=CC=CC=2)(C2C=CC=CC=2)C2C=CC=CC=2)[P](C2C=CC=CC=2)(C2C=CC=CC=2)C2C=CC=CC=2)(C2C=CC=CC=2)C2C=CC=CC=2)=CC=1. The product is [CH2:1]([N:8]1[C:13](=[O:14])[C:12]([O:15][CH3:16])=[C:11]([C:22]2[CH:23]=[CH:24][C:19]([Cl:18])=[CH:20][CH:21]=2)[CH:10]=[N:9]1)[C:2]1[CH:7]=[CH:6][CH:5]=[CH:4][CH:3]=1. The yield is 0.820. (3) The reactants are [C:1]([O:5][C:6]([N:8]1[CH2:13][CH2:12][CH:11]([NH:14][C:15]2[C:20]([O:21][CH2:22][C:23]([O:25]CC)=O)=[CH:19][CH:18]=[CH:17][N:16]=2)[CH2:10][CH2:9]1)=[O:7])([CH3:4])([CH3:3])[CH3:2].[Li+].[OH-].CN(C(ON1N=NC2C=CC=NC1=2)=[N+](C)C)C.F[P-](F)(F)(F)(F)F. The catalyst is O.CO. The product is [C:1]([O:5][C:6]([N:8]1[CH2:13][CH2:12][CH:11]([N:14]2[C:23](=[O:25])[CH2:22][O:21][C:20]3[CH:19]=[CH:18][CH:17]=[N:16][C:15]2=3)[CH2:10][CH2:9]1)=[O:7])([CH3:2])([CH3:3])[CH3:4]. The yield is 0.460. (4) The reactants are C1C=CC(C2C=CC=CC=2)=CC=1.C1C=CC(OC2C=CC=CC=2)=CC=1.C(O[C:29](=[O:46])[C:30](=[CH:36][NH:37][C:38]1[CH:39]=[N:40][C:41]([O:44][CH3:45])=[CH:42][CH:43]=1)[C:31]([O:33][CH2:34][CH3:35])=[O:32])C. No catalyst specified. The product is [CH2:34]([O:33][C:31]([C:30]1[C:29](=[O:46])[C:39]2[C:38](=[CH:43][CH:42]=[C:41]([O:44][CH3:45])[N:40]=2)[NH:37][CH:36]=1)=[O:32])[CH3:35]. The yield is 0.730. (5) The reactants are [Cl:1][C:2]1[CH:7]=[CH:6][N:5]2[N:8]=[C:9]([C:13]3[CH:18]=[CH:17][C:16]([F:19])=[CH:15][CH:14]=3)[C:10]([CH:11]=[O:12])=[C:4]2[CH:3]=1.C([Mg]Br)#C.O.O1C[CH2:28][CH2:27][CH2:26]1. No catalyst specified. The product is [Cl:1][C:2]1[CH:7]=[CH:6][N:5]2[N:8]=[C:9]([C:13]3[CH:18]=[CH:17][C:16]([F:19])=[CH:15][CH:14]=3)[C:10]([C:11](=[O:12])[C:26]#[C:27][CH3:28])=[C:4]2[CH:3]=1. The yield is 0.620. (6) The reactants are Br[C:2]1[CH:7]=[CH:6][C:5]([Cl:8])=[CH:4][N:3]=1.CCCCCC.C([Li])CCC.CN(C)[CH:22]=[O:23].[BH4-].[Na+]. The catalyst is O1CCCC1.O.C1(C)C=CC=CC=1. The product is [Cl:8][C:5]1[CH:6]=[CH:7][C:2]([CH2:22][OH:23])=[N:3][CH:4]=1. The yield is 0.470. (7) The product is [CH3:23][S:24]([O:22][CH2:21][CH2:20][N:4]([CH2:3][CH2:2][Br:1])[C:5]1[CH:13]=[C:9]([C:10]([NH2:12])=[O:11])[C:8]([N+:14]([O-:16])=[O:15])=[CH:7][C:6]=1[N+:17]([O-:19])=[O:18])(=[O:26])=[O:25]. The catalyst is C1COCC1.O. The reactants are [Br:1][CH2:2][CH2:3][N:4]([CH2:20][CH2:21][OH:22])[C:5]1[C:6]([N+:17]([O-:19])=[O:18])=[CH:7][C:8]([N+:14]([O-:16])=[O:15])=[C:9]([CH:13]=1)[C:10]([NH2:12])=[O:11].[CH3:23][S:24](Cl)(=[O:26])=[O:25]. The yield is 0.960.